Predict which catalyst facilitates the given reaction. From a dataset of Catalyst prediction with 721,799 reactions and 888 catalyst types from USPTO. (1) Reactant: CS([NH:5][C:6]1[CH:35]=[CH:34][C:9]([C:10]([N:12]2[C:21]3[C:16](=[CH:17][CH:18]=[CH:19][CH:20]=3)[CH:15]([N:22]([C:27]3[CH:32]=[CH:31][CH:30]=[CH:29][CH:28]=3)[C:23](=[O:26])[CH2:24]C)[CH2:14][CH:13]2[CH3:33])=[O:11])=[CH:8][CH:7]=1)(=O)=O.NC1C=CC(C(N2C3C(=CC=CC=3)[C@H](N(C3C=CC=CC=3)[C:54](=[O:56])[CH3:55])C[C@@H]2C)=O)=CC=1.CS(OS(C)(=O)=O)(=O)=[O:68]. Product: [C:23]([N:22]([C:27]1[CH:32]=[CH:31][CH:30]=[CH:29][CH:28]=1)[C@H:15]1[C:16]2[C:21](=[CH:20][CH:19]=[CH:18][CH:17]=2)[N:12]([C:10]([C:9]2[CH:34]=[CH:35][C:6]([NH:5][CH2:55][C:54]([OH:56])=[O:68])=[CH:7][CH:8]=2)=[O:11])[C@@H:13]([CH3:33])[CH2:14]1)(=[O:26])[CH3:24]. The catalyst class is: 3. (2) Reactant: [SH:1][C:2]1[NH:3][CH:4]=[CH:5][N:6]=1.Cl[C:8]1[CH:13]=[CH:12][C:11]([N+:14]([O-:16])=[O:15])=[CH:10][CH:9]=1.C(=O)([O-])[O-].[K+].[K+]. Product: [N+:14]([C:11]1[CH:12]=[CH:13][C:8]([S:1][C:2]2[NH:3][CH:4]=[CH:5][N:6]=2)=[CH:9][CH:10]=1)([O-:16])=[O:15]. The catalyst class is: 10. (3) Reactant: [CH2:1]([O:3][C:4]1[CH:12]=[CH:11][CH:10]=[CH:9][C:5]=1[C:6](O)=[O:7])[CH3:2].C(Cl)(=O)C([Cl:16])=O. Product: [CH2:1]([O:3][C:4]1[CH:12]=[CH:11][CH:10]=[CH:9][C:5]=1[C:6]([Cl:16])=[O:7])[CH3:2]. The catalyst class is: 306.